From a dataset of Full USPTO retrosynthesis dataset with 1.9M reactions from patents (1976-2016). Predict the reactants needed to synthesize the given product. (1) Given the product [CH3:1][O:2][CH2:3][C:4]1[CH:9]=[C:8]([C:10]2[O:14][N:13]=[C:12]([C:15]3[CH:16]=[CH:17][C:18]([CH2:21][N:22]([CH3:31])[CH2:23][C:24]([OH:26])=[O:25])=[N:19][CH:20]=3)[N:11]=2)[CH:7]=[CH:6][C:5]=1[C:32]1[CH:37]=[CH:36][CH:35]=[CH:34][C:33]=1[CH3:38], predict the reactants needed to synthesize it. The reactants are: [CH3:1][O:2][CH2:3][C:4]1[CH:9]=[C:8]([C:10]2[O:14][N:13]=[C:12]([C:15]3[CH:16]=[CH:17][C:18]([CH2:21][N:22]([CH3:31])[CH2:23][C:24]([O:26]C(C)(C)C)=[O:25])=[N:19][CH:20]=3)[N:11]=2)[CH:7]=[CH:6][C:5]=1[C:32]1[CH:37]=[CH:36][CH:35]=[CH:34][C:33]=1[CH3:38].Cl. (2) Given the product [Cl:18][C:16]1[CH:15]=[CH:14][C:13]([F:19])=[C:12]([C:4]2[CH:3]=[C:2]([C:28]3[CH:29]=[N:30][CH:31]=[C:26]([C:20]4[CH:21]=[CH:22][CH:23]=[CH:24][CH:25]=4)[CH:27]=3)[C:11]3[C:6](=[N:7][CH:8]=[CH:9][CH:10]=3)[N:5]=2)[CH:17]=1, predict the reactants needed to synthesize it. The reactants are: Cl[C:2]1[C:11]2[C:6](=[N:7][CH:8]=[CH:9][CH:10]=2)[N:5]=[C:4]([C:12]2[CH:17]=[C:16]([Cl:18])[CH:15]=[CH:14][C:13]=2[F:19])[CH:3]=1.[C:20]1([C:26]2[CH:27]=[C:28](B(O)O)[CH:29]=[N:30][CH:31]=2)[CH:25]=[CH:24][CH:23]=[CH:22][CH:21]=1.C(=O)([O-])[O-].[Na+].[Na+]. (3) Given the product [N:29]1([CH:34]2[CH2:39][CH2:38][N:37]([C:40]3[CH:41]=[CH:42][C:43]([CH2:44][NH:45][C:24]([C:20]4[N:21]([CH3:23])[CH:22]=[C:18]([NH:17][C:15]([C:10]5[C:9]([C:6]6[CH:5]=[CH:4][C:3]([C:2]([F:1])([F:27])[F:28])=[CH:8][CH:7]=6)=[CH:14][CH:13]=[CH:12][CH:11]=5)=[O:16])[CH:19]=4)=[O:25])=[CH:46][CH:47]=3)[CH2:36][CH2:35]2)[CH2:30][CH2:31][CH2:32][CH2:33]1, predict the reactants needed to synthesize it. The reactants are: [F:1][C:2]([F:28])([F:27])[C:3]1[CH:8]=[CH:7][C:6]([C:9]2[C:10]([C:15]([NH:17][C:18]3[CH:19]=[C:20]([C:24](O)=[O:25])[N:21]([CH3:23])[CH:22]=3)=[O:16])=[CH:11][CH:12]=[CH:13][CH:14]=2)=[CH:5][CH:4]=1.[N:29]1([CH:34]2[CH2:39][CH2:38][N:37]([C:40]3[CH:47]=[CH:46][C:43]([CH2:44][NH2:45])=[CH:42][CH:41]=3)[CH2:36][CH2:35]2)[CH2:33][CH2:32][CH2:31][CH2:30]1.CN(C(ON1N=NC2C=CC=CC1=2)=[N+](C)C)C.[B-](F)(F)(F)F.C(N(CC)CC)C. (4) Given the product [CH2:9]([N:40]([CH3:35])[C:18]1[C:23]([F:24])=[CH:22][C:21]([N+:25]([O-:27])=[O:26])=[CH:20][C:19]=1[CH2:28][C:29]([OH:31])=[O:30])[C:3]1[CH:4]=[CH:5][CH:6]=[CH:7][CH:2]=1, predict the reactants needed to synthesize it. The reactants are: F[C:2]1[C:7](F)=[CH:6][CH:5]=[CH:4][C:3]=1[CH2:9]C(O)=O.[N+]([O-])(O)=O.F[C:18]1[C:23]([F:24])=[CH:22][C:21]([N+:25]([O-:27])=[O:26])=[CH:20][C:19]=1[CH2:28][C:29]([OH:31])=[O:30].FC1C(F)=CC=[C:35]([N+:40]([O-])=O)C=1CC(O)=O.C(CN)C1C=CC=CC=1. (5) Given the product [CH2:1]([C:5]1[CH:14]=[C:13]2[C:8]([CH2:9][CH2:10][C:11]3[N:12]2[CH:38]=[N:37][C:39]=3[C:40]([O:42][CH2:43][CH3:44])=[O:41])=[CH:7][C:6]=1[O:16][CH3:17])[CH:2]([CH3:4])[CH3:3], predict the reactants needed to synthesize it. The reactants are: [CH2:1]([C:5]1[CH:14]=[C:13]2[C:8]([CH2:9][CH2:10][C:11](=O)[NH:12]2)=[CH:7][C:6]=1[O:16][CH3:17])[CH:2]([CH3:4])[CH3:3].C[Si]([N-][Si](C)(C)C)(C)C.[Na+].P(Cl)(OCC)(OCC)=O.[N+:37]([CH2:39][C:40]([O:42][CH2:43][CH3:44])=[O:41])#[C-:38].C(O)(=O)CC(CC(O)=O)(C(O)=O)O. (6) Given the product [CH3:12][O:13][C:14](=[O:31])[C:15]1[C:16](=[C:21]([NH:25][CH2:10][CH2:9][O:8][CH2:1][C:2]2[CH:3]=[CH:4][CH:5]=[CH:6][CH:7]=2)[CH:22]=[CH:23][CH:24]=1)[C:17]([O:19][CH3:20])=[O:18], predict the reactants needed to synthesize it. The reactants are: [CH2:1]([O:8][CH2:9][CH:10]=O)[C:2]1[CH:7]=[CH:6][CH:5]=[CH:4][CH:3]=1.[CH3:12][O:13][C:14](=[O:31])[C:15]1[C:16](=[C:21]([NH:25]CCCCC)[CH:22]=[CH:23][CH:24]=1)[C:17]([O:19][CH3:20])=[O:18].